This data is from Reaction yield outcomes from USPTO patents with 853,638 reactions. The task is: Predict the reaction yield, written as a fraction of the theoretical maximum amount of product (1.0 means a 100% yield; for example, 0.34 means a 34% yield). (1) The reactants are [O:1]1[CH2:6][CH2:5][C:4](=[O:7])[CH2:3][CH2:2]1.[N+:8]([CH3:11])([O-:10])=[O:9].[O-]CC.[Na+].O. The catalyst is C(O)C. The product is [N+:8]([CH2:11][C:4]1([OH:7])[CH2:5][CH2:6][O:1][CH2:2][CH2:3]1)([O-:10])=[O:9]. The yield is 0.340. (2) The reactants are [C:1]([C:3]1[CH:4]=[C:5]([CH:37]=[CH:38][CH:39]=1)[C:6]([NH:8][C:9]1[C:10]([C:33]([F:36])([F:35])[F:34])=[C:11]2[C:17]([CH:18]3[CH2:23][CH2:22][N:21](C(OC(C)(C)C)=O)[CH2:20][CH:19]3[CH3:31])=[CH:16][N:15]([CH3:32])[C:12]2=[N:13][CH:14]=1)=[O:7])#[N:2].Cl.C(=O)([O-])[O-]. The catalyst is CO.O1CCOCC1. The product is [C:1]([C:3]1[CH:4]=[C:5]([CH:37]=[CH:38][CH:39]=1)[C:6]([NH:8][C:9]1[C:10]([C:33]([F:34])([F:36])[F:35])=[C:11]2[C:17]([CH:18]3[CH2:23][CH2:22][NH:21][CH2:20][CH:19]3[CH3:31])=[CH:16][N:15]([CH3:32])[C:12]2=[N:13][CH:14]=1)=[O:7])#[N:2]. The yield is 0.960. (3) The reactants are Br[C:2]1[C:10]2[C:9]([NH:11][C@H:12]([C:14]3[N:19]([C:20]4[CH:25]=[CH:24][CH:23]=[CH:22][CH:21]=4)[C:18](=[O:26])[C:17]4=[C:27]([CH3:30])[CH:28]=[CH:29][N:16]4[N:15]=3)[CH3:13])=[N:8][CH:7]=[N:6][C:5]=2[N:4]([CH2:31][O:32][CH2:33][CH2:34][Si:35]([CH3:38])([CH3:37])[CH3:36])[CH:3]=1.[OH:39][C:40]1[C:45]([O:46][CH3:47])=[CH:44][CH:43]=[CH:42][C:41]=1B(O)O.C(=O)([O-])[O-].[Na+].[Na+]. The catalyst is Cl[Pd](Cl)([P](C1C=CC=CC=1)(C1C=CC=CC=1)C1C=CC=CC=1)[P](C1C=CC=CC=1)(C1C=CC=CC=1)C1C=CC=CC=1. The product is [OH:39][C:40]1[C:45]([O:46][CH3:47])=[CH:44][CH:43]=[CH:42][C:41]=1[C:2]1[C:10]2[C:9]([NH:11][C@H:12]([C:14]3[N:19]([C:20]4[CH:25]=[CH:24][CH:23]=[CH:22][CH:21]=4)[C:18](=[O:26])[C:17]4=[C:27]([CH3:30])[CH:28]=[CH:29][N:16]4[N:15]=3)[CH3:13])=[N:8][CH:7]=[N:6][C:5]=2[N:4]([CH2:31][O:32][CH2:33][CH2:34][Si:35]([CH3:38])([CH3:37])[CH3:36])[CH:3]=1. The yield is 0.990. (4) The reactants are [CH:1]1C=C[NH+]=C[CH:6]=1.[O-][Cr](Cl)(=O)=O.[OH:12][CH:13]([CH2:19][CH2:20][CH2:21][CH2:22][CH2:23][CH3:24])[CH2:14][CH2:15][C:16]([OH:18])=[O:17].Cl. The yield is 0.460. The product is [O:12]=[C:13]([CH2:19][CH2:20][CH2:21][CH2:22][CH2:23][CH3:24])[CH2:14][CH2:15][C:16]([O:18][CH2:1][CH3:6])=[O:17]. The catalyst is ClCCl.